From a dataset of Full USPTO retrosynthesis dataset with 1.9M reactions from patents (1976-2016). Predict the reactants needed to synthesize the given product. Given the product [O:1]1[CH:5]=[CH:4][C:3]([C:6]([NH:12][NH2:13])=[O:8])=[CH:2]1, predict the reactants needed to synthesize it. The reactants are: [O:1]1[CH:5]=[CH:4][C:3]([C:6]([O:8]CC)=O)=[CH:2]1.O.[NH2:12][NH2:13].